The task is: Predict which catalyst facilitates the given reaction.. This data is from Catalyst prediction with 721,799 reactions and 888 catalyst types from USPTO. (1) Reactant: C([N:4]1[C:12]2[C:7](=[CH:8][CH:9]=[CH:10][CH:11]=2)[C:6](=[C:13](Cl)[C:14]2[CH:19]=[CH:18][CH:17]=[C:16]([O:20][CH3:21])[CH:15]=2)[C:5]1=[O:23])(=O)C.[CH3:24][N:25]([CH2:27][C:28]1[CH:34]=[CH:33][C:31]([NH2:32])=[CH:30][CH:29]=1)[CH3:26].[OH-].[Na+]. Product: [CH3:26][N:25]([CH2:27][C:28]1[CH:29]=[CH:30][C:31]([NH:32]/[C:13](=[C:6]2\[C:5](=[O:23])[NH:4][C:12]3[C:7]\2=[CH:8][CH:9]=[CH:10][CH:11]=3)/[C:14]2[CH:19]=[CH:18][CH:17]=[C:16]([O:20][CH3:21])[CH:15]=2)=[CH:33][CH:34]=1)[CH3:24]. The catalyst class is: 121. (2) Reactant: [Cl:1][C:2]1[CH:7]=[CH:6][C:5]([S:8]([CH:11]([C:28]2[CH:33]=[C:32]([F:34])[CH:31]=[CH:30][C:29]=2[F:35])[CH:12]([CH3:27])[CH2:13][CH2:14][N:15]([S:23]([CH3:26])(=[O:25])=[O:24])C(=O)OC(C)(C)C)(=[O:10])=[O:9])=[CH:4][CH:3]=1.FC(F)(F)C(O)=O.C(OCC)(=O)C.CCCCCC. Product: [Cl:1][C:2]1[CH:7]=[CH:6][C:5]([S:8]([CH:11]([C:28]2[CH:33]=[C:32]([F:34])[CH:31]=[CH:30][C:29]=2[F:35])[CH:12]([CH3:27])[CH2:13][CH2:14][NH:15][S:23]([CH3:26])(=[O:25])=[O:24])(=[O:10])=[O:9])=[CH:4][CH:3]=1. The catalyst class is: 4. (3) Reactant: Cl[S:2]([C:5]1[CH:6]=[C:7]2[C:11](=[CH:12][CH:13]=1)[NH:10][C:9](=[O:14])[CH2:8]2)(=[O:4])=[O:3].[CH3:15][O:16][C:17]1[C:18]([NH2:23])=[CH:19][CH:20]=[CH:21][CH:22]=1.N1C=CC=CC=1. Product: [CH3:15][O:16][C:17]1[CH:22]=[CH:21][CH:20]=[CH:19][C:18]=1[NH:23][S:2]([C:5]1[CH:6]=[C:7]2[C:11](=[CH:12][CH:13]=1)[NH:10][C:9](=[O:14])[CH2:8]2)(=[O:4])=[O:3]. The catalyst class is: 4.